Dataset: NCI-60 drug combinations with 297,098 pairs across 59 cell lines. Task: Regression. Given two drug SMILES strings and cell line genomic features, predict the synergy score measuring deviation from expected non-interaction effect. (1) Synergy scores: CSS=-3.39, Synergy_ZIP=3.42, Synergy_Bliss=4.53, Synergy_Loewe=-2.28, Synergy_HSA=-1.67. Drug 2: COC1=NC(=NC2=C1N=CN2C3C(C(C(O3)CO)O)O)N. Cell line: OVCAR-8. Drug 1: C1CN1P(=S)(N2CC2)N3CC3. (2) Drug 1: C1=NC2=C(N=C(N=C2N1C3C(C(C(O3)CO)O)O)F)N. Drug 2: C1CN(CCN1C(=O)CCBr)C(=O)CCBr. Cell line: OVCAR3. Synergy scores: CSS=5.69, Synergy_ZIP=0.879, Synergy_Bliss=0.750, Synergy_Loewe=-2.48, Synergy_HSA=-3.47. (3) Cell line: T-47D. Drug 2: C1=NC2=C(N=C(N=C2N1C3C(C(C(O3)CO)O)F)Cl)N. Synergy scores: CSS=4.10, Synergy_ZIP=-0.987, Synergy_Bliss=3.72, Synergy_Loewe=-1.49, Synergy_HSA=-0.227. Drug 1: C1CN1P(=S)(N2CC2)N3CC3. (4) Drug 1: CN(CC1=CN=C2C(=N1)C(=NC(=N2)N)N)C3=CC=C(C=C3)C(=O)NC(CCC(=O)O)C(=O)O. Drug 2: C1CNP(=O)(OC1)N(CCCl)CCCl. Cell line: HT29. Synergy scores: CSS=53.6, Synergy_ZIP=6.16, Synergy_Bliss=4.02, Synergy_Loewe=-4.08, Synergy_HSA=2.63. (5) Synergy scores: CSS=23.5, Synergy_ZIP=-8.74, Synergy_Bliss=-8.24, Synergy_Loewe=-3.47, Synergy_HSA=-3.36. Drug 2: CN(CC1=CN=C2C(=N1)C(=NC(=N2)N)N)C3=CC=C(C=C3)C(=O)NC(CCC(=O)O)C(=O)O. Drug 1: C1CCC(CC1)NC(=O)N(CCCl)N=O. Cell line: UACC62.